Dataset: Full USPTO retrosynthesis dataset with 1.9M reactions from patents (1976-2016). Task: Predict the reactants needed to synthesize the given product. Given the product [CH2:5]([O:11][C:10]1[CH:9]=[CH:8][C:4]([C:5]([OH:7])=[O:6])=[CH:3][C:2]=1[F:1])[C:4]1[CH:8]=[CH:9][CH:10]=[CH:2][CH:3]=1, predict the reactants needed to synthesize it. The reactants are: [F:1][C:2]1[CH:3]=[C:4]([CH:8]=[CH:9][C:10]=1[OH:11])[C:5]([OH:7])=[O:6].S(=O)(=O)(O)O.